Dataset: Forward reaction prediction with 1.9M reactions from USPTO patents (1976-2016). Task: Predict the product of the given reaction. Given the reactants [N:1]1[CH:6]=[CH:5][CH:4]=[C:3]([C:7]2[CH:8]=[C:9]3[C:15]([Sn](C)(C)C)=[N:14][N:13]([CH2:20][O:21][CH2:22][CH2:23][Si:24]([CH3:27])([CH3:26])[CH3:25])[C:10]3=[CH:11][N:12]=2)[CH:2]=1.[Cl:28][C:29]1[N:34]=[C:33](Cl)[CH:32]=[CH:31][N:30]=1, predict the reaction product. The product is: [Cl:28][C:29]1[N:34]=[C:33]([C:15]2[C:9]3[C:10](=[CH:11][N:12]=[C:7]([C:3]4[CH:2]=[N:1][CH:6]=[CH:5][CH:4]=4)[CH:8]=3)[N:13]([CH2:20][O:21][CH2:22][CH2:23][Si:24]([CH3:27])([CH3:26])[CH3:25])[N:14]=2)[CH:32]=[CH:31][N:30]=1.